Dataset: Forward reaction prediction with 1.9M reactions from USPTO patents (1976-2016). Task: Predict the product of the given reaction. (1) Given the reactants [NH2:1][C:2]1[CH:10]=[CH:9][CH:8]=[C:7]2[C:3]=1[CH2:4][CH2:5][CH:6]2[N:11]1[CH2:16][CH2:15][N:14]([C:17]([CH:19]2[CH2:23][CH2:22][CH2:21][CH2:20]2)=[O:18])[C@@H:13]([CH3:24])[CH2:12]1.[CH3:25][C:26]1[CH:34]=[CH:33][C:29]([C:30](O)=[O:31])=[CH:28][N:27]=1.CCN(C(C)C)C(C)C.C1C=CC2N(O)N=NC=2C=1.C(Cl)CCl, predict the reaction product. The product is: [CH:19]1([C:17]([N:14]2[CH2:15][CH2:16][N:11]([CH:6]3[C:7]4[C:3](=[C:2]([NH:1][C:30](=[O:31])[C:29]5[CH:33]=[CH:34][C:26]([CH3:25])=[N:27][CH:28]=5)[CH:10]=[CH:9][CH:8]=4)[CH2:4][CH2:5]3)[CH2:12][C@@H:13]2[CH3:24])=[O:18])[CH2:20][CH2:21][CH2:22][CH2:23]1. (2) Given the reactants [N:1]1([C:7]2[N:15]=[C:14]3[C:10]([N:11]=[CH:12][N:13]3[CH2:16][C:17]3[CH:22]=[CH:21][C:20]([N+:23]([O-])=O)=[CH:19][CH:18]=3)=[C:9]([C:26]3[CH:27]=[C:28]([OH:32])[CH:29]=[CH:30][CH:31]=3)[N:8]=2)[CH2:6][CH2:5][O:4][CH2:3][CH2:2]1.[Sn](Cl)Cl, predict the reaction product. The product is: [NH2:23][C:20]1[CH:19]=[CH:18][C:17]([CH2:16][N:13]2[CH:12]=[N:11][C:10]3[C:14]2=[N:15][C:7]([N:1]2[CH2:2][CH2:3][O:4][CH2:5][CH2:6]2)=[N:8][C:9]=3[C:26]2[CH:27]=[C:28]([OH:32])[CH:29]=[CH:30][CH:31]=2)=[CH:22][CH:21]=1. (3) Given the reactants [Br:1][C:2]1[CH:7]=[CH:6][C:5]([CH:8]([C:19]2[CH:24]=[CH:23][CH:22]=[CH:21][C:20]=2[Cl:25])[CH2:9][C:10]([C:12]2[CH:13]=[CH:14][C:15](=[O:18])[NH:16][CH:17]=2)=[O:11])=[CH:4][CH:3]=1.IC.[C:28](=O)([O-])[O-].[K+].[K+], predict the reaction product. The product is: [Br:1][C:2]1[CH:7]=[CH:6][C:5]([CH:8]([C:19]2[CH:24]=[CH:23][CH:22]=[CH:21][C:20]=2[Cl:25])[CH2:9][C:10]([C:12]2[CH:13]=[CH:14][C:15](=[O:18])[N:16]([CH3:28])[CH:17]=2)=[O:11])=[CH:4][CH:3]=1.